Dataset: Peptide-MHC class I binding affinity with 185,985 pairs from IEDB/IMGT. Task: Regression. Given a peptide amino acid sequence and an MHC pseudo amino acid sequence, predict their binding affinity value. This is MHC class I binding data. The peptide sequence is TELEPPCRF. The MHC is HLA-B45:01 with pseudo-sequence HLA-B45:01. The binding affinity (normalized) is 0.131.